From a dataset of Full USPTO retrosynthesis dataset with 1.9M reactions from patents (1976-2016). Predict the reactants needed to synthesize the given product. Given the product [Br:9][C:10]1[CH:11]=[CH:12][C:13]([C@H:16]([NH:17][S@@:18]([C:20]([CH3:23])([CH3:22])[CH3:21])=[O:19])[C:2]([F:4])([F:3])[F:1])=[CH:14][CH:15]=1, predict the reactants needed to synthesize it. The reactants are: [F:1][C:2]([Si](C)(C)C)([F:4])[F:3].[Br:9][C:10]1[CH:15]=[CH:14][C:13](/[CH:16]=[N:17]\[S@@:18]([C:20]([CH3:23])([CH3:22])[CH3:21])=[O:19])=[CH:12][CH:11]=1.[Cl-].[NH4+].